From a dataset of Reaction yield outcomes from USPTO patents with 853,638 reactions. Predict the reaction yield, written as a fraction of the theoretical maximum amount of product (1.0 means a 100% yield; for example, 0.34 means a 34% yield). (1) The reactants are [C:1]([C:5]1[O:9][N:8]=[C:7]([NH:10][C:11]([NH:13][C:14]2[CH:19]=[CH:18][CH:17]=[C:16]([SH:20])[CH:15]=2)=[O:12])[CH:6]=1)([CH3:4])([CH3:3])[CH3:2].Cl[C:22]1[C:31]2[C:26](=[CH:27][C:28]([O:35][CH2:36][CH3:37])=[C:29]([O:32][CH2:33][CH3:34])[CH:30]=2)[N:25]=[CH:24][N:23]=1.C([O-])([O-])=O.[Cs+].[Cs+]. The catalyst is C(O)(C)C. The product is [C:1]([C:5]1[O:9][N:8]=[C:7]([NH:10][C:11]([NH:13][C:14]2[CH:19]=[CH:18][CH:17]=[C:16]([S:20][C:22]3[C:31]4[C:26](=[CH:27][C:28]([O:35][CH2:36][CH3:37])=[C:29]([O:32][CH2:33][CH3:34])[CH:30]=4)[N:25]=[CH:24][N:23]=3)[CH:15]=2)=[O:12])[CH:6]=1)([CH3:4])([CH3:2])[CH3:3]. The yield is 0.650. (2) The reactants are [Br:1][C:2]1[CH:3]=[C:4]([CH2:8][CH2:9][CH2:10][CH2:11]OS(C2C=CC(C)=CC=2)(=O)=O)[CH:5]=[CH:6][CH:7]=1.[C-:23]#[N:24].[Na+]. The catalyst is CS(C)=O.O. The product is [Br:1][C:2]1[CH:3]=[C:4]([CH2:8][CH2:9][CH2:10][CH2:11][C:23]#[N:24])[CH:5]=[CH:6][CH:7]=1. The yield is 0.780.